From a dataset of NCI-60 drug combinations with 297,098 pairs across 59 cell lines. Regression. Given two drug SMILES strings and cell line genomic features, predict the synergy score measuring deviation from expected non-interaction effect. (1) Drug 1: CCCCC(=O)OCC(=O)C1(CC(C2=C(C1)C(=C3C(=C2O)C(=O)C4=C(C3=O)C=CC=C4OC)O)OC5CC(C(C(O5)C)O)NC(=O)C(F)(F)F)O. Drug 2: C1=CC=C(C=C1)NC(=O)CCCCCCC(=O)NO. Cell line: HL-60(TB). Synergy scores: CSS=53.8, Synergy_ZIP=1.03, Synergy_Bliss=1.76, Synergy_Loewe=-2.08, Synergy_HSA=-0.495. (2) Drug 1: C1C(C(OC1N2C=NC3=C(N=C(N=C32)Cl)N)CO)O. Drug 2: N.N.Cl[Pt+2]Cl. Cell line: U251. Synergy scores: CSS=55.8, Synergy_ZIP=2.55, Synergy_Bliss=2.11, Synergy_Loewe=3.38, Synergy_HSA=5.63. (3) Drug 1: CN(C)C1=NC(=NC(=N1)N(C)C)N(C)C. Drug 2: C1CC(C1)(C(=O)O)C(=O)O.[NH2-].[NH2-].[Pt+2]. Cell line: NCI-H226. Synergy scores: CSS=16.5, Synergy_ZIP=-0.437, Synergy_Bliss=0.523, Synergy_Loewe=-10.7, Synergy_HSA=-1.75. (4) Drug 1: C1CC(=O)NC(=O)C1N2CC3=C(C2=O)C=CC=C3N. Drug 2: CC(C1=C(C=CC(=C1Cl)F)Cl)OC2=C(N=CC(=C2)C3=CN(N=C3)C4CCNCC4)N. Cell line: OVCAR-4. Synergy scores: CSS=-2.59, Synergy_ZIP=0.210, Synergy_Bliss=-1.47, Synergy_Loewe=-2.23, Synergy_HSA=-2.64. (5) Drug 1: C1=CC(=CC=C1CCC2=CNC3=C2C(=O)NC(=N3)N)C(=O)NC(CCC(=O)O)C(=O)O. Drug 2: C(CC(=O)O)C(=O)CN.Cl. Cell line: NCI/ADR-RES. Synergy scores: CSS=9.38, Synergy_ZIP=-6.75, Synergy_Bliss=-4.91, Synergy_Loewe=-18.8, Synergy_HSA=-4.80. (6) Drug 1: CC1C(C(=O)NC(C(=O)N2CCCC2C(=O)N(CC(=O)N(C(C(=O)O1)C(C)C)C)C)C(C)C)NC(=O)C3=C4C(=C(C=C3)C)OC5=C(C(=O)C(=C(C5=N4)C(=O)NC6C(OC(=O)C(N(C(=O)CN(C(=O)C7CCCN7C(=O)C(NC6=O)C(C)C)C)C)C(C)C)C)N)C. Drug 2: CC12CCC3C(C1CCC2OP(=O)(O)O)CCC4=C3C=CC(=C4)OC(=O)N(CCCl)CCCl.[Na+]. Cell line: SF-295. Synergy scores: CSS=46.5, Synergy_ZIP=11.1, Synergy_Bliss=13.2, Synergy_Loewe=-2.82, Synergy_HSA=14.5. (7) Drug 1: C1=CC(=CC=C1CCCC(=O)O)N(CCCl)CCCl. Drug 2: CCCCC(=O)OCC(=O)C1(CC(C2=C(C1)C(=C3C(=C2O)C(=O)C4=C(C3=O)C=CC=C4OC)O)OC5CC(C(C(O5)C)O)NC(=O)C(F)(F)F)O. Cell line: OVCAR3. Synergy scores: CSS=4.72, Synergy_ZIP=-8.18, Synergy_Bliss=-2.36, Synergy_Loewe=-2.85, Synergy_HSA=-2.65. (8) Drug 1: C1=NC2=C(N1)C(=S)N=C(N2)N. Drug 2: CC1=C(C=C(C=C1)C(=O)NC2=CC(=CC(=C2)C(F)(F)F)N3C=C(N=C3)C)NC4=NC=CC(=N4)C5=CN=CC=C5. Cell line: HT29. Synergy scores: CSS=15.9, Synergy_ZIP=1.51, Synergy_Bliss=0.198, Synergy_Loewe=-12.0, Synergy_HSA=-3.29.